This data is from Forward reaction prediction with 1.9M reactions from USPTO patents (1976-2016). The task is: Predict the product of the given reaction. (1) Given the reactants [CH3:1][CH:2]([CH2:17][CH3:18])[CH2:3][O:4][C:5]1[N:13]=[C:12]2[C:8]([N:9]=[C:10]([O:14][CH3:15])[NH:11]2)=[C:7]([NH2:16])[N:6]=1.C(=O)([O-])[O-].[K+].[K+].Br[CH2:26][CH:27]1[CH2:32][CH2:31][O:30][CH2:29][CH2:28]1, predict the reaction product. The product is: [CH3:1][CH:2]([CH2:17][CH3:18])[CH2:3][O:4][C:5]1[N:13]=[C:12]2[C:8]([N:9]=[C:10]([O:14][CH3:15])[N:11]2[CH2:26][CH:27]2[CH2:32][CH2:31][O:30][CH2:29][CH2:28]2)=[C:7]([NH2:16])[N:6]=1. (2) Given the reactants [NH2:1][C:2]1[CH:7]=[CH:6][C:5]([C:8]2[C:16]3[C:11](=[CH:12][C:13]([F:17])=[CH:14][CH:15]=3)[N:10]([S:18]([C:21]3[CH:26]=[CH:25][CH:24]=[CH:23][CH:22]=3)(=[O:20])=[O:19])[CH:9]=2)=[CH:4][C:3]=1[NH:27][C:28](=O)[CH2:29][N:30]([CH3:32])[CH3:31].C([O-])([O-])=O.[Na+].[Na+], predict the reaction product. The product is: [F:17][C:13]1[CH:12]=[C:11]2[C:16]([C:8]([C:5]3[CH:6]=[CH:7][C:2]4[N:1]=[C:28]([CH2:29][N:30]([CH3:31])[CH3:32])[NH:27][C:3]=4[CH:4]=3)=[CH:9][N:10]2[S:18]([C:21]2[CH:26]=[CH:25][CH:24]=[CH:23][CH:22]=2)(=[O:19])=[O:20])=[CH:15][CH:14]=1. (3) Given the reactants BrC1C(N2CCN(C(NC3C=CC=CC=3)=O)CC2)=C2N=C(C3C=CC(N(C)C)=CC=3)NC2=NC=1.[Br:35][C:36]1[C:37]([N:46]2[CH2:51][CH2:50][N:49]([CH2:52][C:53]3[CH:54]=[N:55][CH:56]=[CH:57][CH:58]=3)[CH2:48][CH2:47]2)=[C:38]([N+:43]([O-])=O)[C:39]([NH2:42])=[N:40][CH:41]=1.[O-]S(S([O-])=O)=O.[Na+].[Na+].[CH3:67][N:68]1[CH:72]=[C:71]([CH:73]=O)[CH:70]=[N:69]1, predict the reaction product. The product is: [Br:35][C:36]1[C:37]([N:46]2[CH2:51][CH2:50][N:49]([CH2:52][C:53]3[CH:54]=[N:55][CH:56]=[CH:57][CH:58]=3)[CH2:48][CH2:47]2)=[C:38]2[N:43]=[C:73]([C:71]3[CH:70]=[N:69][N:68]([CH3:67])[CH:72]=3)[NH:42][C:39]2=[N:40][CH:41]=1. (4) Given the reactants [C:1]([C:3]1[CH:8]=[CH:7][C:6]([C:9]2[CH:10]=[N:11][N:12]([C:15]3[CH:23]=[CH:22][C:18]([C:19]([OH:21])=O)=[CH:17][N:16]=3)[C:13]=2[OH:14])=[C:5]([CH3:24])[CH:4]=1)#[N:2].[N:25]1([CH2:30][CH2:31][CH2:32][NH2:33])[CH2:29][CH2:28][CH2:27][CH2:26]1.C(O)(C(F)(F)F)=O, predict the reaction product. The product is: [C:1]([C:3]1[CH:8]=[CH:7][C:6]([C:9]2[CH:10]=[N:11][N:12]([C:15]3[CH:23]=[CH:22][C:18]([C:19]([NH:33][CH2:32][CH2:31][CH2:30][N:25]4[CH2:29][CH2:28][CH2:27][CH2:26]4)=[O:21])=[CH:17][N:16]=3)[C:13]=2[OH:14])=[C:5]([CH3:24])[CH:4]=1)#[N:2]. (5) Given the reactants [CH2:1]([O:4][P:5]([O:11][CH2:12][C:13]1[C:21]([Cl:22])=[CH:20][CH:19]=[CH:18][C:14]=1[C:15](O)=[O:16])([O:7][CH2:8][CH:9]=[CH2:10])=[O:6])[CH:2]=[CH2:3].CN(C)C=O.C(Cl)(=O)C([Cl:31])=O, predict the reaction product. The product is: [CH2:1]([O:4][P:5]([O:11][CH2:12][C:13]1[C:21]([Cl:22])=[CH:20][CH:19]=[CH:18][C:14]=1[C:15]([Cl:31])=[O:16])([O:7][CH2:8][CH:9]=[CH2:10])=[O:6])[CH:2]=[CH2:3]. (6) Given the reactants Br[C:2]1[CH:3]=[CH:4][C:5]2[O:10][C:9]([F:12])([F:11])[O:8][C:7]([F:14])([F:13])[C:6]=2[CH:15]=1, predict the reaction product. The product is: [CH3:7][O:8][C:9]([C:2]1[CH:3]=[CH:4][C:5]2[O:10][C:9]([F:12])([F:11])[O:8][C:7]([F:14])([F:13])[C:6]=2[CH:15]=1)=[O:10]. (7) Given the reactants [I:1][C:2]1[CH:3]=[C:4]2[C:8](=[CH:9][CH:10]=1)[NH:7][C:6](=[O:11])[C:5]2=O.[N+:13]([C:16]1[CH:25]=[CH:24][CH:23]=[CH:22][C:17]=1[C:18]([NH:20][NH2:21])=[O:19])([O-:15])=[O:14], predict the reaction product. The product is: [N+:13]([C:16]1[CH:25]=[CH:24][CH:23]=[CH:22][C:17]=1[C:18]([NH:20][N:21]=[C:5]1[C:4]2[C:8](=[CH:9][CH:10]=[C:2]([I:1])[CH:3]=2)[NH:7][C:6]1=[O:11])=[O:19])([O-:15])=[O:14]. (8) Given the reactants [CH3:1][C:2]([OH:13])([CH3:12])[CH2:3][N:4]1[CH:8]=[C:7]([N+:9]([O-])=O)[CH:6]=[N:5]1, predict the reaction product. The product is: [NH2:9][C:7]1[CH:6]=[N:5][N:4]([CH2:3][C:2]([CH3:12])([OH:13])[CH3:1])[CH:8]=1. (9) Given the reactants C(OC([O:6][CH2:7][CH2:8][C:9]#[C:10][C:11]([O:13][CH2:14][C:15]1[CH:20]=[CH:19][CH:18]=[CH:17][CH:16]=1)=[O:12])C)C.Cl, predict the reaction product. The product is: [OH:6][CH2:7][CH2:8][C:9]#[C:10][C:11]([O:13][CH2:14][C:15]1[CH:20]=[CH:19][CH:18]=[CH:17][CH:16]=1)=[O:12].